This data is from Forward reaction prediction with 1.9M reactions from USPTO patents (1976-2016). The task is: Predict the product of the given reaction. Given the reactants [CH3:1][C:2]1([CH3:16])[C:6]([CH3:8])([CH3:7])[O:5][CH:4]([C:9]2[CH:14]=[CH:13][C:12]([OH:15])=[CH:11][CH:10]=2)[O:3]1.C([O-])([O-])=O.[Cs+].[Cs+].Br[CH2:24][C:25]([O:27][CH2:28][CH3:29])=[O:26].C(OCC)(=O)C, predict the reaction product. The product is: [CH2:28]([O:27][C:25](=[O:26])[CH2:24][O:15][C:12]1[CH:13]=[CH:14][C:9]([CH:4]2[O:3][C:2]([CH3:16])([CH3:1])[C:6]([CH3:7])([CH3:8])[O:5]2)=[CH:10][CH:11]=1)[CH3:29].